From a dataset of Reaction yield outcomes from USPTO patents with 853,638 reactions. Predict the reaction yield, written as a fraction of the theoretical maximum amount of product (1.0 means a 100% yield; for example, 0.34 means a 34% yield). (1) The reactants are [CH3:1][C:2]1[C:3]([O:21][C:22]2[CH:27]=[CH:26][CH:25]=[CH:24][CH:23]=2)=[CH:4][CH:5]=[C:6]2[C:11]=1[O:10][CH:9]([C:12]([F:15])([F:14])[F:13])[C:8]([C:16]([O:18]CC)=[O:17])=[CH:7]2.[Li+].[OH-]. The catalyst is C1COCC1.CCO.O.Cl.CC#N.CN(C=O)C. The product is [CH3:1][C:2]1[C:3]([O:21][C:22]2[CH:27]=[CH:26][CH:25]=[CH:24][CH:23]=2)=[CH:4][CH:5]=[C:6]2[C:11]=1[O:10][CH:9]([C:12]([F:15])([F:13])[F:14])[C:8]([C:16]([OH:18])=[O:17])=[CH:7]2. The yield is 0.550. (2) The reactants are [C:1]([C:3]1[CH:27]=[CH:26][C:6]2[N:7]3[CH:25]=[CH:24][CH:23]=[C:8]3[C:9]3([CH2:15][CH2:14][N:13](C(OC(C)(C)C)=O)[CH2:12][CH2:11]3)[O:10][C:5]=2[CH:4]=1)#[N:2].O1CCOCC1. The catalyst is Cl. The product is [NH:13]1[CH2:14][CH2:15][C:9]2([O:10][C:5]3[CH:4]=[C:3]([C:1]#[N:2])[CH:27]=[CH:26][C:6]=3[N:7]3[CH:25]=[CH:24][CH:23]=[C:8]23)[CH2:11][CH2:12]1. The yield is 0.940. (3) The reactants are [BH4-].[Na+].[CH3:3][C:4]1[CH:9]=[C:8]([CH3:10])[CH:7]=[CH:6][C:5]=1[CH:11]([C:32]1[CH:37]=[CH:36][CH:35]=[CH:34][CH:33]=1)[NH:12][C:13](=[O:31])[CH2:14][C:15]1[CH:20]=[CH:19][C:18]([C:21](=[O:30])[CH2:22][C:23]2[C:24]([CH3:29])=[N:25][CH:26]=[CH:27][CH:28]=2)=[CH:17][CH:16]=1. The catalyst is CO.O. The product is [CH3:3][C:4]1[CH:9]=[C:8]([CH3:10])[CH:7]=[CH:6][C:5]=1[CH:11]([C:32]1[CH:37]=[CH:36][CH:35]=[CH:34][CH:33]=1)[NH:12][C:13](=[O:31])[CH2:14][C:15]1[CH:20]=[CH:19][C:18]([CH:21]([OH:30])[CH2:22][C:23]2[C:24]([CH3:29])=[N:25][CH:26]=[CH:27][CH:28]=2)=[CH:17][CH:16]=1. The yield is 0.498. (4) The reactants are [Cl:1][C:2]1[CH:7]=[CH:6][C:5]([CH2:8][C:9](N)=[O:10])=[CH:4][C:3]=1[N+:12]([O-:14])=[O:13].[CH3:15][OH:16]. The yield is 0.890. The product is [CH3:15][O:16][C:9](=[O:10])[CH2:8][C:5]1[CH:6]=[CH:7][C:2]([Cl:1])=[C:3]([N+:12]([O-:14])=[O:13])[CH:4]=1. No catalyst specified. (5) The reactants are [O:1]1[C:5]2([CH2:10][CH2:9][CH:8]([C:11]([O:13]CC)=O)[CH2:7][CH2:6]2)[O:4][CH2:3][CH2:2]1.Cl.[CH3:17][NH:18][O:19][CH3:20].C([Mg]Cl)(C)C.O. The catalyst is C1COCC1. The product is [CH3:20][O:19][N:18]([CH3:17])[C:11]([CH:8]1[CH2:7][CH2:6][C:5]2([O:1][CH2:2][CH2:3][O:4]2)[CH2:10][CH2:9]1)=[O:13]. The yield is 0.990. (6) The reactants are [CH2:1]([OH:17])[CH2:2][CH2:3][CH2:4][CH2:5][CH2:6][CH2:7][CH2:8][CH2:9][CH2:10][CH2:11][CH2:12][CH2:13][CH2:14][CH2:15][CH3:16].ClCCl.C(N(C(C)C)CC)(C)C.[CH3:30][S:31](Cl)(=[O:33])=[O:32]. The product is [CH3:30][S:31]([O:17][CH2:1][CH2:2][CH2:3][CH2:4][CH2:5][CH2:6][CH2:7][CH2:8][CH2:9][CH2:10][CH2:11][CH2:12][CH2:13][CH2:14][CH2:15][CH3:16])(=[O:33])=[O:32]. The yield is 0.960. The catalyst is O. (7) The reactants are C([O:3][C:4]([C:6]1([C:9]2[CH:14]=[CH:13][C:12]([C:15]3[CH:20]=[CH:19][C:18]([C:21]4[S:22][C:23]([Cl:38])=[CH:24][C:25]=4[NH:26][C:27]([O:29][CH:30]([C:32]4[C:36]([CH3:37])=[CH:35][S:34][CH:33]=4)[CH3:31])=[O:28])=[CH:17][N:16]=3)=[CH:11][CH:10]=2)[CH2:8][CH2:7]1)=[O:5])C.[OH-].[Na+].C(O)(C)C.Cl. The catalyst is O1CCCC1.O.C(OCC)(=O)C. The product is [Cl:38][C:23]1[S:22][C:21]([C:18]2[CH:19]=[CH:20][C:15]([C:12]3[CH:13]=[CH:14][C:9]([C:6]4([C:4]([OH:5])=[O:3])[CH2:8][CH2:7]4)=[CH:10][CH:11]=3)=[N:16][CH:17]=2)=[C:25]([NH:26][C:27]([O:29][CH:30]([C:32]2[C:36]([CH3:37])=[CH:35][S:34][CH:33]=2)[CH3:31])=[O:28])[CH:24]=1. The yield is 0.800. (8) The reactants are C1C(=O)N([Br:8])C(=O)C1.[F:9][C:10]1[CH:15]=[CH:14][C:13]([C:16]2[O:33][C:19]3=[N:20][CH:21]=[C:22]([C:24]4[CH:25]=[C:26]([CH:30]=[CH:31][CH:32]=4)[C:27]([OH:29])=[O:28])[CH:23]=[C:18]3[CH:17]=2)=[CH:12][CH:11]=1.CN(C=O)C. The catalyst is C1COCC1. The product is [Br:8][C:17]1[C:18]2[C:19](=[N:20][CH:21]=[C:22]([C:24]3[CH:25]=[C:26]([CH:30]=[CH:31][CH:32]=3)[C:27]([OH:29])=[O:28])[CH:23]=2)[O:33][C:16]=1[C:13]1[CH:12]=[CH:11][C:10]([F:9])=[CH:15][CH:14]=1. The yield is 0.530. (9) The reactants are [NH2:1][C:2]1[N:7]=[CH:6][N:5]=[C:4]2[N:8]([CH:12]([C:14]3[O:15][C:16]4[C:21]([C:22](=[O:31])[C:23]=3[C:24]3[CH:29]=[CH:28][CH:27]=[C:26]([F:30])[CH:25]=3)=[CH:20][CH:19]=[CH:18][CH:17]=4)[CH3:13])[N:9]=[C:10](I)[C:3]=12.[CH3:32][C:33]1[C:41]2[C:36](=[CH:37][C:38](B3OC(C)(C)C(C)(C)O3)=[CH:39][CH:40]=2)[NH:35][N:34]=1.C(=O)([O-])[O-].[Na+].[Na+].ClCCl. The catalyst is CN(C=O)C.C(O)C.O. The product is [NH2:1][C:2]1[N:7]=[CH:6][N:5]=[C:4]2[N:8]([CH:12]([C:14]3[O:15][C:16]4[C:21]([C:22](=[O:31])[C:23]=3[C:24]3[CH:29]=[CH:28][CH:27]=[C:26]([F:30])[CH:25]=3)=[CH:20][CH:19]=[CH:18][CH:17]=4)[CH3:13])[N:9]=[C:10]([C:38]3[CH:37]=[C:36]4[C:41]([C:33]([CH3:32])=[N:34][NH:35]4)=[CH:40][CH:39]=3)[C:3]=12. The yield is 0.230.